Dataset: Catalyst prediction with 721,799 reactions and 888 catalyst types from USPTO. Task: Predict which catalyst facilitates the given reaction. Reactant: [Si:1]([O:18][CH2:19][C:20]1[S:24][C:23]([CH2:25][OH:26])=[N:22][N:21]=1)([C:14]([CH3:17])([CH3:16])[CH3:15])([C:8]1[CH:13]=[CH:12][CH:11]=[CH:10][CH:9]=1)[C:2]1[CH:7]=[CH:6][CH:5]=[CH:4][CH:3]=1. Product: [Si:1]([O:18][CH2:19][C:20]1[S:24][C:23]([CH:25]=[O:26])=[N:22][N:21]=1)([C:14]([CH3:15])([CH3:16])[CH3:17])([C:2]1[CH:7]=[CH:6][CH:5]=[CH:4][CH:3]=1)[C:8]1[CH:13]=[CH:12][CH:11]=[CH:10][CH:9]=1. The catalyst class is: 661.